This data is from Reaction yield outcomes from USPTO patents with 853,638 reactions. The task is: Predict the reaction yield, written as a fraction of the theoretical maximum amount of product (1.0 means a 100% yield; for example, 0.34 means a 34% yield). (1) The reactants are [CH2:1]([N:3]1[C:9](=[O:10])[C:8]([CH3:12])([CH3:11])[C:7](=[O:13])[N:6]([CH3:14])[C:5]2[CH:15]=[C:16]([C:19]#N)[CH:17]=[CH:18][C:4]1=2)[CH3:2].C(O)=[O:22]. The catalyst is [Ni]. The product is [CH2:1]([N:3]1[C:9](=[O:10])[C:8]([CH3:11])([CH3:12])[C:7](=[O:13])[N:6]([CH3:14])[C:5]2[CH:15]=[C:16]([CH:19]=[O:22])[CH:17]=[CH:18][C:4]1=2)[CH3:2]. The yield is 0.920. (2) The yield is 0.970. The product is [CH3:22][O:23][C:2]1[N:15]=[C:14]([O:16][CH2:17][C:18]([F:21])([F:20])[F:19])[CH:13]=[CH:12][C:3]=1[C:4]([O:6][CH3:7])=[O:5]. The reactants are Cl[C:2]1[N:15]=[C:14]([O:16][CH2:17][C:18]([F:21])([F:20])[F:19])[CH:13]=[CH:12][C:3]=1[C:4]([O:6][CH2:7]C(F)(F)F)=[O:5].[CH3:22][O-:23].[Na+].[Cl-].[NH4+]. The catalyst is C1COCC1. (3) No catalyst specified. The product is [CH3:16][N:13]([CH3:14])[CH2:12][CH2:11][N:7]1[C:8]2[C:4](=[CH:3][C:2]([NH:1][S:23]([C:21]3[C:20]4[CH:27]=[CH:28][CH:29]=[CH:30][C:19]=4[S:18][CH:22]=3)(=[O:24])=[O:25])=[CH:10][CH:9]=2)[CH:5]=[CH:6]1. The yield is 0.430. The reactants are [NH2:1][C:2]1[CH:3]=[C:4]2[C:8](=[CH:9][CH:10]=1)[N:7]([CH2:11][CH2:12][N:13]([CH2:16]C)[CH2:14]C)[CH:6]=[CH:5]2.[S:18]1[CH:22]=[C:21]([S:23](Cl)(=[O:25])=[O:24])[C:20]2[CH:27]=[CH:28][CH:29]=[CH:30][C:19]1=2. (4) The reactants are [Cl:1][C:2]1[C:3]([CH2:24][NH2:25])=[N:4][CH:5]=[C:6](/[CH:8]=[CH:9]/[CH:10]([C:15]2[CH:20]=[C:19]([Cl:21])[C:18]([Cl:22])=[C:17]([Cl:23])[CH:16]=2)[C:11]([F:14])([F:13])[F:12])[CH:7]=1.[F:26][C:27]([F:33])([F:32])[CH2:28][C:29](O)=[O:30].CCN=C=NCCCN(C)C.Cl.C1C=CC2N(O)N=NC=2C=1.O.CCN(C(C)C)C(C)C. The catalyst is C(Cl)Cl. The product is [Cl:1][C:2]1[C:3]([CH2:24][NH:25][C:29](=[O:30])[CH2:28][C:27]([F:33])([F:32])[F:26])=[N:4][CH:5]=[C:6](/[CH:8]=[CH:9]/[CH:10]([C:15]2[CH:20]=[C:19]([Cl:21])[C:18]([Cl:22])=[C:17]([Cl:23])[CH:16]=2)[C:11]([F:14])([F:12])[F:13])[CH:7]=1. The yield is 0.350. (5) The reactants are [CH:1]1([C:4]([C:6]2[CH:7]=[N:8][C:9]3[C:14]([C:15]=2[NH:16][C@@H:17]2[CH2:22][CH2:21][C@H:20]([NH:23]C(=O)OC(C)(C)C)[CH2:19][CH2:18]2)=[CH:13][C:12]([C:31]2[CH:36]=[CH:35][C:34]([OH:37])=[C:33]([O:38][CH3:39])[CH:32]=2)=[CH:11][CH:10]=3)=[O:5])[CH2:3][CH2:2]1.C(O)(C(F)(F)F)=O. No catalyst specified. The product is [NH2:23][C@@H:20]1[CH2:21][CH2:22][C@H:17]([NH:16][C:15]2[C:14]3[C:9](=[CH:10][CH:11]=[C:12]([C:31]4[CH:36]=[CH:35][C:34]([OH:37])=[C:33]([O:38][CH3:39])[CH:32]=4)[CH:13]=3)[N:8]=[CH:7][C:6]=2[C:4]([CH:1]2[CH2:2][CH2:3]2)=[O:5])[CH2:18][CH2:19]1. The yield is 0.560. (6) The reactants are [C:1]([O:5][C:6](=[O:21])[NH:7][C@@H:8]([C:10]1[CH:19]=[CH:18][C:17]2[C:12](=[CH:13][C:14](Br)=[CH:15][CH:16]=2)[N:11]=1)[CH3:9])([CH3:4])([CH3:3])[CH3:2].[CH3:22][O:23][C:24]([C:26]1([CH:32]=[CH2:33])[CH2:31][CH2:30][CH2:29][CH2:28][O:27]1)=[O:25].C1(C)C=CC=CC=1P(C1C=CC=CC=1C)C1C=CC=CC=1C.C1(CNCC2CCCCC2)CCCCC1. The catalyst is C(#N)C.C1C=CC(/C=C/C(/C=C/C2C=CC=CC=2)=O)=CC=1.C1C=CC(/C=C/C(/C=C/C2C=CC=CC=2)=O)=CC=1.C1C=CC(/C=C/C(/C=C/C2C=CC=CC=2)=O)=CC=1.[Pd].[Pd]. The product is [CH3:22][O:23][C:24]([C:26]1(/[CH:32]=[CH:33]/[C:14]2[CH:13]=[C:12]3[C:17]([CH:18]=[CH:19][C:10]([C@H:8]([NH:7][C:6]([O:5][C:1]([CH3:4])([CH3:3])[CH3:2])=[O:21])[CH3:9])=[N:11]3)=[CH:16][CH:15]=2)[CH2:31][CH2:30][CH2:29][CH2:28][O:27]1)=[O:25]. The yield is 0.210. (7) The reactants are [CH2:1]([O:3][C:4]([CH:6]1[CH2:10][CH2:9][CH2:8][C:7]1=O)=[O:5])[CH3:2].Cl.[CH:13]1([CH2:17][NH2:18])[CH2:16][CH2:15][CH2:14]1.C([O-])(=O)C.[Na+].C([BH3-])#N.[Na+].C(=O)(O)[O-].[Na+]. The catalyst is CO.C(OCC)(=O)C. The product is [CH2:1]([O:3][C:4]([CH:6]1[CH2:10][CH2:9][CH2:8][CH:7]1[NH:18][CH2:17][CH:13]1[CH2:16][CH2:15][CH2:14]1)=[O:5])[CH3:2]. The yield is 0.790.